This data is from Full USPTO retrosynthesis dataset with 1.9M reactions from patents (1976-2016). The task is: Predict the reactants needed to synthesize the given product. The reactants are: [OH:1][CH:2]1[CH2:7][CH2:6][N:5]([C:8]([O:10][CH:11]([CH3:13])[CH3:12])=[O:9])[CH2:4][CH2:3]1.CC(C)([O-])C.[K+].[Cl:20][C:21]1[C:26]([CH3:27])=[C:25](Cl)[N:24]=[CH:23][N:22]=1. Given the product [Cl:20][C:21]1[N:22]=[CH:23][N:24]=[C:25]([O:1][CH:2]2[CH2:3][CH2:4][N:5]([C:8]([O:10][CH:11]([CH3:13])[CH3:12])=[O:9])[CH2:6][CH2:7]2)[C:26]=1[CH3:27], predict the reactants needed to synthesize it.